From a dataset of Full USPTO retrosynthesis dataset with 1.9M reactions from patents (1976-2016). Predict the reactants needed to synthesize the given product. (1) Given the product [F:20][C:18]1[CH:19]=[C:14]2[C:3]3[C:2](=[CH:7][N:6]=[C:5]([C:8]4[CH:9]=[N:10][CH:11]=[CH:12][CH:13]=4)[CH:4]=3)[NH:21][C:15]2=[N:16][CH:17]=1, predict the reactants needed to synthesize it. The reactants are: Cl[C:2]1[C:3]([C:14]2[C:15]([NH2:21])=[N:16][CH:17]=[C:18]([F:20])[CH:19]=2)=[CH:4][C:5]([C:8]2[CH:9]=[N:10][CH:11]=[CH:12][CH:13]=2)=[N:6][CH:7]=1.[K].[O-]CCCC. (2) Given the product [OH:23][C:24]1[C:31]([CH3:32])=[C:30]([OH:33])[CH:29]=[CH:28][C:25]=1[CH:26]([C:4]1[CH:5]=[CH:6][C:7]([OH:9])=[CH:8][C:3]=1[OH:2])[CH2:41][CH:36]=[O:35], predict the reactants needed to synthesize it. The reactants are: C[O:2][C:3]1[CH:4]=[C:5](CCC[C:6]2[CH:5]=[CH:4][C:3]([OH:2])=[CH:8][C:7]=2[OH:9])[CH:6]=[C:7]([O:9]C)[CH:8]=1.C[O:23][C:24]1[C:31]([CH3:32])=[C:30]([O:33]C)[CH:29]=[CH:28][C:25]=1[CH:26]=O.[OH:35][C:36]1C=C(CCCC2C=CC(O)=CC=2O)C=C(O)[CH:41]=1. (3) Given the product [Br:1][C:2]1[C:3]([NH:9][C@H:10]([CH3:15])[C:11]([OH:13])([CH3:14])[CH3:12])=[N:4][C:5]([NH:16][C:17]2[CH:18]=[C:19]([S:23]([CH3:26])(=[NH:25])=[O:24])[CH:20]=[CH:21][CH:22]=2)=[N:6][CH:7]=1, predict the reactants needed to synthesize it. The reactants are: [Br:1][C:2]1[C:3]([NH:9][C@H:10]([CH3:15])[C:11]([CH3:14])([OH:13])[CH3:12])=[N:4][C:5](Cl)=[N:6][CH:7]=1.[NH2:16][C:17]1[CH:18]=[C:19]([S:23]([CH3:26])(=[NH:25])=[O:24])[CH:20]=[CH:21][CH:22]=1.Cl. (4) Given the product [C:11]([NH:10][CH:7]1[CH2:6][CH2:5][N:4]([CH2:3][C@H:2]([OH:1])[CH2:14][N:15]2[C:23]3[CH2:22][CH2:21][N:20]([C:42](=[O:46])[C:43]([NH2:45])=[O:44])[CH2:19][C:18]=3[C:17]([C:24]3[CH:29]=[CH:28][C:27]([C:30]([F:33])([F:32])[F:31])=[C:26]([S:34][CH2:35][CH2:36][N:37]4[CH2:41][CH2:40][CH2:39][CH2:38]4)[CH:25]=3)=[N:16]2)[CH2:9][CH2:8]1)(=[O:13])[CH3:12], predict the reactants needed to synthesize it. The reactants are: [OH:1][C@H:2]([CH2:14][N:15]1[C:23]2[CH2:22][CH2:21][NH:20][CH2:19][C:18]=2[C:17]([C:24]2[CH:29]=[CH:28][C:27]([C:30]([F:33])([F:32])[F:31])=[C:26]([S:34][CH2:35][CH2:36][N:37]3[CH2:41][CH2:40][CH2:39][CH2:38]3)[CH:25]=2)=[N:16]1)[CH2:3][N:4]1[CH2:9][CH2:8][CH:7]([NH:10][C:11](=[O:13])[CH3:12])[CH2:6][CH2:5]1.[C:42](O)(=[O:46])[C:43]([NH2:45])=[O:44].CN(C(ON1N=NC2C=CC=NC1=2)=[N+](C)C)C.F[P-](F)(F)(F)(F)F.C1C=NC2N(O)N=NC=2C=1.CCN(C(C)C)C(C)C. (5) The reactants are: Br[C:2]1[C:10]2[C:5](=[CH:6][CH:7]=[C:8]([CH:11]=[O:12])[CH:9]=2)[N:4]([CH2:13][C:14]2[CH:19]=[CH:18][C:17]([Cl:20])=[CH:16][C:15]=2[C:21]([F:24])([F:23])[F:22])[N:3]=1.[F:25][C:26]1[CH:31]=[CH:30][C:29](B(O)O)=[CH:28][CH:27]=1.C(=O)([O-])[O-].[Na+].[Na+]. Given the product [Cl:20][C:17]1[CH:18]=[CH:19][C:14]([CH2:13][N:4]2[C:5]3[C:10](=[CH:9][C:8]([CH:11]=[O:12])=[CH:7][CH:6]=3)[C:2]([C:29]3[CH:30]=[CH:31][C:26]([F:25])=[CH:27][CH:28]=3)=[N:3]2)=[C:15]([C:21]([F:24])([F:23])[F:22])[CH:16]=1, predict the reactants needed to synthesize it. (6) The reactants are: [CH2:1]([C:3]1[CH:8]=[CH:7][CH:6]=[CH:5][C:4]=1[C:9]1[C:14]2[N:15]([CH3:19])[C:16](=O)[NH:17][C:13]=2[CH:12]=[CH:11][CH:10]=1)[CH3:2].P(Cl)(Cl)([Cl:22])=O.[OH-].[Na+]. Given the product [Cl:22][C:16]1[N:15]([CH3:19])[C:14]2[C:9]([C:4]3[CH:5]=[CH:6][CH:7]=[CH:8][C:3]=3[CH2:1][CH3:2])=[CH:10][CH:11]=[CH:12][C:13]=2[N:17]=1, predict the reactants needed to synthesize it.